From a dataset of NCI-60 drug combinations with 297,098 pairs across 59 cell lines. Regression. Given two drug SMILES strings and cell line genomic features, predict the synergy score measuring deviation from expected non-interaction effect. (1) Drug 1: C1CN1C2=NC(=NC(=N2)N3CC3)N4CC4. Drug 2: C1CN(CCN1C(=O)CCBr)C(=O)CCBr. Cell line: HS 578T. Synergy scores: CSS=24.0, Synergy_ZIP=-6.36, Synergy_Bliss=2.55, Synergy_Loewe=1.66, Synergy_HSA=3.81. (2) Drug 1: C1=C(C(=O)NC(=O)N1)N(CCCl)CCCl. Drug 2: CN(C)C1=NC(=NC(=N1)N(C)C)N(C)C. Cell line: TK-10. Synergy scores: CSS=8.15, Synergy_ZIP=-2.64, Synergy_Bliss=3.33, Synergy_Loewe=-10.4, Synergy_HSA=-0.822. (3) Drug 1: CS(=O)(=O)CCNCC1=CC=C(O1)C2=CC3=C(C=C2)N=CN=C3NC4=CC(=C(C=C4)OCC5=CC(=CC=C5)F)Cl. Drug 2: CC(C)(C#N)C1=CC(=CC(=C1)CN2C=NC=N2)C(C)(C)C#N. Cell line: COLO 205. Synergy scores: CSS=0.238, Synergy_ZIP=-0.464, Synergy_Bliss=2.81, Synergy_Loewe=0.812, Synergy_HSA=-2.01. (4) Drug 1: C1CCC(CC1)NC(=O)N(CCCl)N=O. Drug 2: CC1CCC2CC(C(=CC=CC=CC(CC(C(=O)C(C(C(=CC(C(=O)CC(OC(=O)C3CCCCN3C(=O)C(=O)C1(O2)O)C(C)CC4CCC(C(C4)OC)OCCO)C)C)O)OC)C)C)C)OC. Cell line: SK-MEL-5. Synergy scores: CSS=13.3, Synergy_ZIP=-0.994, Synergy_Bliss=9.47, Synergy_Loewe=4.44, Synergy_HSA=7.23. (5) Drug 1: CC12CCC(CC1=CCC3C2CCC4(C3CC=C4C5=CN=CC=C5)C)O. Drug 2: CCC1=C2CN3C(=CC4=C(C3=O)COC(=O)C4(CC)O)C2=NC5=C1C=C(C=C5)O. Cell line: RXF 393. Synergy scores: CSS=37.3, Synergy_ZIP=2.47, Synergy_Bliss=4.05, Synergy_Loewe=6.10, Synergy_HSA=7.72. (6) Drug 1: CC1=C2C(C(=O)C3(C(CC4C(C3C(C(C2(C)C)(CC1OC(=O)C(C(C5=CC=CC=C5)NC(=O)C6=CC=CC=C6)O)O)OC(=O)C7=CC=CC=C7)(CO4)OC(=O)C)O)C)OC(=O)C. Drug 2: C(=O)(N)NO. Cell line: SK-MEL-2. Synergy scores: CSS=52.7, Synergy_ZIP=11.8, Synergy_Bliss=12.4, Synergy_Loewe=-36.2, Synergy_HSA=4.76. (7) Drug 1: CC(C1=C(C=CC(=C1Cl)F)Cl)OC2=C(N=CC(=C2)C3=CN(N=C3)C4CCNCC4)N. Drug 2: CC=C1C(=O)NC(C(=O)OC2CC(=O)NC(C(=O)NC(CSSCCC=C2)C(=O)N1)C(C)C)C(C)C. Cell line: HOP-62. Synergy scores: CSS=48.3, Synergy_ZIP=-1.40, Synergy_Bliss=-4.04, Synergy_Loewe=-70.0, Synergy_HSA=-4.99.